From a dataset of Forward reaction prediction with 1.9M reactions from USPTO patents (1976-2016). Predict the product of the given reaction. (1) Given the reactants Cl[C:2]1[N:7]=[CH:6][N:5]=[C:4]([NH:8][C:9]2[CH:14]=[C:13]([CH2:15][S:16][CH3:17])[C:12]([F:18])=[C:11]([F:19])[CH:10]=2)[N:3]=1.[F:20][C:21]1[CH:26]=[CH:25][C:24](B(O)O)=[C:23]([O:30][CH3:31])[CH:22]=1, predict the reaction product. The product is: [F:19][C:11]1[CH:10]=[C:9]([NH:8][C:4]2[N:3]=[C:2]([C:24]3[CH:25]=[CH:26][C:21]([F:20])=[CH:22][C:23]=3[O:30][CH3:31])[N:7]=[CH:6][N:5]=2)[CH:14]=[C:13]([CH2:15][S:16][CH3:17])[C:12]=1[F:18]. (2) Given the reactants [C:1]1([N:7]2[C:11]([SH:12])=[N:10][N:9]=[N:8]2)[CH:6]=[CH:5][CH:4]=[CH:3][CH:2]=1.[C:13]1(P([C:13]2[CH:18]=[CH:17][CH:16]=[CH:15][CH:14]=2)[C:13]2[CH:18]=[CH:17][CH:16]=[CH:15][CH:14]=2)[CH:18]=[CH:17][CH:16]=[CH:15][CH:14]=1.[CH2:32]1[CH2:36]O[CH2:34][CH2:33]1.N(C(OCC)=O)=NC(OCC)=O, predict the reaction product. The product is: [C:1]1([N:7]2[C:11]([S:12][CH2:34][C@H:33]3[CH2:17][CH2:18][C@H:13]([CH2:14][CH2:15][CH3:16])[CH2:36][CH2:32]3)=[N:10][N:9]=[N:8]2)[CH:2]=[CH:3][CH:4]=[CH:5][CH:6]=1. (3) The product is: [Br:1][C:2]1[S:6]/[C:5](=[N:7]\[C:8]([C:10]23[CH2:11][CH:12]4[CH2:18][CH:16]([CH2:15][CH:14]([CH2:13]4)[CH2:19]2)[CH2:17]3)=[O:9])/[N:4]([CH2:21][CH2:22][O:23][CH3:24])[CH:3]=1. Given the reactants [Br:1][C:2]1[S:6][C:5]([NH:7][C:8]([C:10]23[CH2:19][CH:14]4[CH2:15][CH:16]([CH2:18][CH:12]([CH2:13]4)[CH2:11]2)[CH2:17]3)=[O:9])=[N:4][CH:3]=1.Br[CH2:21][CH2:22][O:23][CH3:24].[H-].[Na+], predict the reaction product. (4) The product is: [CH3:25][O:24][C:17]1[N:16]=[C:15]2[C:20]([NH:21][C:4](=[O:3])[C:6]3[N:7]2[CH:8]=[N:9][C:10]=3[C:11]([F:14])([F:13])[F:12])=[CH:19][CH:18]=1. Given the reactants C([O:3][C:4]([C:6]1[N:7]([C:15]2[C:20]([N+:21]([O-])=O)=[CH:19][CH:18]=[C:17]([O:24][CH3:25])[N:16]=2)[CH:8]=[N:9][C:10]=1[C:11]([F:14])([F:13])[F:12])=O)C.O.S([O-])(O)=O.[Na+].S([O-])(O)=O, predict the reaction product. (5) Given the reactants [OH:1][CH2:2][CH2:3][CH2:4][CH2:5][CH2:6][CH2:7][NH:8][C:9](=[O:15])[O:10][C:11]([CH3:14])([CH3:13])[CH3:12].C1C=C[NH+]=CC=1.[O-][Cr](Cl)(=O)=O, predict the reaction product. The product is: [O:1]=[CH:2][CH2:3][CH2:4][CH2:5][CH2:6][CH2:7][NH:8][C:9](=[O:15])[O:10][C:11]([CH3:13])([CH3:12])[CH3:14]. (6) The product is: [NH2:35][C:7]1[CH:8]=[CH:9][C:10]([CH2:11][C:12]2[NH:20][C:19]3[C:18](=[O:21])[N:17]([CH2:22][C:23]4[CH:28]=[CH:27][CH:26]=[CH:25][C:24]=4[F:29])[C:16](=[O:30])[N:15]([CH2:31][CH2:32][CH2:33][CH3:34])[C:14]=3[N:13]=2)=[C:5]([NH:4][C:1](=[O:3])[CH3:2])[CH:6]=1. Given the reactants [C:1]([NH:4][C:5]1[CH:6]=[C:7]([NH:35]C(=O)C)[CH:8]=[CH:9][C:10]=1[CH2:11][C:12]1[NH:20][C:19]2[C:18](=[O:21])[N:17]([CH2:22][C:23]3[CH:28]=[CH:27][CH:26]=[CH:25][C:24]=3[F:29])[C:16](=[O:30])[N:15]([CH2:31][CH2:32][CH2:33][CH3:34])[C:14]=2[N:13]=1)(=[O:3])[CH3:2].[OH-].[K+], predict the reaction product. (7) Given the reactants [Cl:1][C:2]1[CH:3]=[N:4][C:5]2[N:6]([N:8]=[C:9]([C:11]([OH:13])=O)[CH:10]=2)[CH:7]=1.[F:14][C:15]1[CH:20]=[C:19]([C:21]2[CH:22]=[CH:23][CH:24]=[C:25]3[C:30]=2[N:29]([CH3:31])[NH:28][CH2:27][CH2:26]3)[CH:18]=[CH:17][N:16]=1, predict the reaction product. The product is: [Cl:1][C:2]1[CH:3]=[N:4][C:5]2[N:6]([N:8]=[C:9]([C:11]([N:28]3[CH2:27][CH2:26][C:25]4[C:30](=[C:21]([C:19]5[CH:18]=[CH:17][N:16]=[C:15]([F:14])[CH:20]=5)[CH:22]=[CH:23][CH:24]=4)[N:29]3[CH3:31])=[O:13])[CH:10]=2)[CH:7]=1.